Dataset: Retrosynthesis with 50K atom-mapped reactions and 10 reaction types from USPTO. Task: Predict the reactants needed to synthesize the given product. (1) The reactants are: CC1Cc2cccc(S(N)(=O)=O)c2OS1(=O)=O.CN=C=O. Given the product CNC(=O)NS(=O)(=O)c1cccc2c1OS(=O)(=O)C(C)C2, predict the reactants needed to synthesize it. (2) Given the product O=C(NCCCC[C@H](Nc1nc2ccc(Cl)cc2cc1C(=O)O)C(=O)O)OCc1ccccc1, predict the reactants needed to synthesize it. The reactants are: N[C@@H](CCCCNC(=O)OCc1ccccc1)C(=O)O.O=C(O)c1cc2cc(Cl)ccc2nc1Cl. (3) The reactants are: O=[N+]([O-])c1ccc(OCc2ccccc2)c(Br)c1.OB(O)c1ccccc1. Given the product O=[N+]([O-])c1ccc(OCc2ccccc2)c(-c2ccccc2)c1, predict the reactants needed to synthesize it. (4) Given the product CCOC(CC(=O)O)OCC, predict the reactants needed to synthesize it. The reactants are: CCOC(=O)CC(OCC)OCC.